From a dataset of Peptide-MHC class II binding affinity with 134,281 pairs from IEDB. Regression. Given a peptide amino acid sequence and an MHC pseudo amino acid sequence, predict their binding affinity value. This is MHC class II binding data. (1) The peptide sequence is SKGDSARVTVKDVTF. The MHC is DRB5_0101 with pseudo-sequence DRB5_0101. The binding affinity (normalized) is 0.166. (2) The peptide sequence is DKFTVFEAAFNDAIK. The MHC is HLA-DPA10103-DPB10201 with pseudo-sequence HLA-DPA10103-DPB10201. The binding affinity (normalized) is 0.706. (3) The peptide sequence is NIQIRLPWYSYLYAV. The MHC is DRB3_0101 with pseudo-sequence DRB3_0101. The binding affinity (normalized) is 0.